This data is from Forward reaction prediction with 1.9M reactions from USPTO patents (1976-2016). The task is: Predict the product of the given reaction. (1) Given the reactants [Cl:1][C:2]1[C:10]2[N:9]=[C:8]3[N:11]([C:15]4[CH:20]=[CH:19][C:18]([Cl:21])=[CH:17][C:16]=4[Cl:22])[CH2:12][CH2:13][CH2:14][N:7]3[C:6]=2[C:5]([C:23](=O)[CH2:24][CH3:25])=[CH:4][CH:3]=1.Cl.[CH2:28]([O:30][NH2:31])[CH3:29].N1C=CC=CC=1, predict the reaction product. The product is: [CH2:28]([O:30]/[N:31]=[C:23](\[C:5]1[C:6]2[N:7]3[CH2:14][CH2:13][CH2:12][N:11]([C:15]4[CH:20]=[CH:19][C:18]([Cl:21])=[CH:17][C:16]=4[Cl:22])[C:8]3=[N:9][C:10]=2[C:2]([Cl:1])=[CH:3][CH:4]=1)/[CH2:24][CH3:25])[CH3:29]. (2) Given the reactants Br[C:2]1[CH:19]=[C:18]([F:20])[C:5]([O:6][C:7]2[N:17]=[CH:16][CH:15]=[CH:14][C:8]=2[C:9]([O:11][CH2:12][CH3:13])=[O:10])=[C:4]([F:21])[CH:3]=1.[CH3:22][C:23]1([CH3:39])[C:27]([CH3:29])([CH3:28])[O:26][B:25]([B:25]2[O:26][C:27]([CH3:29])([CH3:28])[C:23]([CH3:39])([CH3:22])[O:24]2)[O:24]1.C([O-])(=O)C.[K+], predict the reaction product. The product is: [F:20][C:18]1[CH:19]=[C:2]([B:25]2[O:26][C:27]([CH3:29])([CH3:28])[C:23]([CH3:39])([CH3:22])[O:24]2)[CH:3]=[C:4]([F:21])[C:5]=1[O:6][C:7]1[N:17]=[CH:16][CH:15]=[CH:14][C:8]=1[C:9]([O:11][CH2:12][CH3:13])=[O:10]. (3) Given the reactants [F:1][C:2]([F:19])([F:18])[C:3]1([CH2:9][N:10]2[CH2:15][CH2:14][CH:13]([CH2:16][OH:17])[CH2:12][CH2:11]2)[CH2:8][CH2:7][CH2:6][CH2:5][CH2:4]1.[H-].[Na+].Br[C:23]1[CH:28]=[CH:27][C:26]([Br:29])=[CH:25][N:24]=1, predict the reaction product. The product is: [Br:29][C:26]1[CH:27]=[CH:28][C:23]([O:17][CH2:16][CH:13]2[CH2:12][CH2:11][N:10]([CH2:9][C:3]3([C:2]([F:1])([F:18])[F:19])[CH2:4][CH2:5][CH2:6][CH2:7][CH2:8]3)[CH2:15][CH2:14]2)=[N:24][CH:25]=1. (4) Given the reactants [CH2:1]([O:5][C:6]1[N:14]=[C:13]2[C:9]([NH:10][C:11](=[O:40])[N:12]2[CH2:15][C:16]2[CH:21]=[CH:20][C:19]([CH2:22][N:23]([CH2:36][CH2:37][CH2:38]O)[CH2:24][C:25]3[CH:30]=[CH:29][CH:28]=[C:27]([CH2:31][C:32]([O:34][CH3:35])=[O:33])[CH:26]=3)=[CH:18][CH:17]=2)=[C:8]([NH2:41])[N:7]=1)[CH2:2][CH2:3][CH3:4].S(Cl)([Cl:44])=O.C1(C)C=CC=CC=1, predict the reaction product. The product is: [CH2:1]([O:5][C:6]1[N:14]=[C:13]2[C:9]([NH:10][C:11](=[O:40])[N:12]2[CH2:15][C:16]2[CH:21]=[CH:20][C:19]([CH2:22][N:23]([CH2:36][CH2:37][CH2:38][Cl:44])[CH2:24][C:25]3[CH:30]=[CH:29][CH:28]=[C:27]([CH2:31][C:32]([O:34][CH3:35])=[O:33])[CH:26]=3)=[CH:18][CH:17]=2)=[C:8]([NH2:41])[N:7]=1)[CH2:2][CH2:3][CH3:4]. (5) Given the reactants [OH:1][C:2]1[N:7]=[C:6]([C:8]([OH:10])=[O:9])[CH:5]=[CH:4][C:3]=1[N+:11]([O-:13])=[O:12].[CH2:14](N(CC)CC)[CH3:15].I[CH2:22][CH3:23], predict the reaction product. The product is: [CH2:14]([O:1][C:2]1[N:7]=[C:6]([C:8]([O:10][CH2:22][CH3:23])=[O:9])[CH:5]=[CH:4][C:3]=1[N+:11]([O-:13])=[O:12])[CH3:15]. (6) Given the reactants [C:9](O[C:9]([O:11][C:12]([CH3:15])([CH3:14])[CH3:13])=[O:10])([O:11][C:12]([CH3:15])([CH3:14])[CH3:13])=[O:10].[CH3:16][C:17]1[CH:22]=[CH:21][C:20]([S:23]([O:26][C@@H:27]2[CH2:31][NH:30][C@@H:29]3[C@@H:32]([OH:35])[CH2:33][O:34][C@H:28]23)(=[O:25])=[O:24])=[CH:19][CH:18]=1, predict the reaction product. The product is: [OH:35][C@@H:32]1[C@H:29]2[N:30]([C:9]([O:11][C:12]([CH3:13])([CH3:14])[CH3:15])=[O:10])[CH2:31][C@@H:27]([O:26][S:23]([C:20]3[CH:21]=[CH:22][C:17]([CH3:16])=[CH:18][CH:19]=3)(=[O:25])=[O:24])[C@H:28]2[O:34][CH2:33]1. (7) Given the reactants [CH3:1][O:2][CH:3]([O:6][CH3:7])[CH:4]=O.[O:8]=[C:9]([CH:11](P(=O)(OCC)OCC)[CH2:12][CH2:13][CH2:14][CH3:15])[CH3:10], predict the reaction product. The product is: [CH3:7][O:6][CH:3]([O:2][CH3:1])/[CH:4]=[C:11](\[CH2:12][CH2:13][CH2:14][CH3:15])/[C:9](=[O:8])[CH3:10].